From a dataset of Forward reaction prediction with 1.9M reactions from USPTO patents (1976-2016). Predict the product of the given reaction. (1) Given the reactants [NH2:1][C:2]1[CH:7]=[CH:6][C:5]([OH:8])=[CH:4][C:3]=1[N+:9]([O-:11])=[O:10].[C:12](O)(=[O:22])[C:13]1[C:14](=[CH:18][CH:19]=[CH:20][CH:21]=1)[C:15](O)=[O:16], predict the reaction product. The product is: [OH:8][C:5]1[CH:6]=[CH:7][C:2]([N:1]2[C:15](=[O:16])[C:14]3=[CH:18][CH:19]=[CH:20][CH:21]=[C:13]3[C:12]2=[O:22])=[C:3]([N+:9]([O-:11])=[O:10])[CH:4]=1. (2) Given the reactants [F:1][C:2]1[C:3]([CH:8]=[N:9][OH:10])=[N:4][CH:5]=[CH:6][CH:7]=1.ClN1C(=O)CCC1=O.[CH2:19]([O:21][C:22](=[O:26])[C:23]#[C:24][CH3:25])[CH3:20].C(N(CC)CC)C, predict the reaction product. The product is: [CH2:19]([O:21][C:22]([C:23]1[C:8]([C:3]2[C:2]([F:1])=[CH:7][CH:6]=[CH:5][N:4]=2)=[N:9][O:10][C:24]=1[CH3:25])=[O:26])[CH3:20]. (3) The product is: [N:1]1[C:10]2[NH:9][CH2:8][CH2:7][CH2:6][C:5]=2[CH:4]=[CH:3][C:2]=1[NH:20][CH2:62][CH2:57][O:27][C:28]1[CH:29]=[C:30]2[C:35](=[CH:36][CH:37]=1)[CH2:34][CH:33]([CH2:38][C:39]([O:41][CH2:42][CH3:43])=[O:40])[CH2:32][CH2:31]2. Given the reactants [N:1]1[C:10]2[NH:9][CH2:8][CH2:7][CH2:6][C:5]=2[CH:4]=[CH:3][C:2]=1CC(N)O.CCOC(/[N:20]=N/C(OCC)=O)=O.[OH:27][CH:28]1[CH2:37][CH2:36][C:35]2[CH:34]=[C:33]([CH2:38][C:39]([O:41][CH2:42][CH3:43])=[O:40])[CH:32]=[CH:31][C:30]=2[CH2:29]1.C1(P([C:57]2[CH:62]=CC=CC=2)C2C=CC=CC=2)C=CC=CC=1, predict the reaction product. (4) Given the reactants [Cl:1][C:2]1[N:10]=[C:9]2[C:5]([N:6]=[CH:7][N:8]2[CH:11]2[CH2:15][CH2:14][CH2:13][CH2:12]2)=[C:4](Cl)[N:3]=1.[NH2:17][C:18]1[CH:23]=[CH:22][CH:21]=[CH:20][CH:19]=1, predict the reaction product. The product is: [Cl:1][C:2]1[N:10]=[C:9]2[C:5]([N:6]=[CH:7][N:8]2[CH:11]2[CH2:15][CH2:14][CH2:13][CH2:12]2)=[C:4]([NH:17][C:18]2[CH:23]=[CH:22][CH:21]=[CH:20][CH:19]=2)[N:3]=1. (5) Given the reactants [CH3:1][C:2]1([CH3:23])[O:6][C@H:5]([CH2:7][O:8][C:9]2[CH:14]=[CH:13][C:12]([CH2:15][CH2:16][CH2:17]OS(C)(=O)=O)=[CH:11][CH:10]=2)[CH2:4][O:3]1.[Br-:24].[Li+], predict the reaction product. The product is: [Br:24][CH2:17][CH2:16][CH2:15][C:12]1[CH:13]=[CH:14][C:9]([O:8][CH2:7][C@@H:5]2[CH2:4][O:3][C:2]([CH3:23])([CH3:1])[O:6]2)=[CH:10][CH:11]=1.